This data is from NCI-60 drug combinations with 297,098 pairs across 59 cell lines. The task is: Regression. Given two drug SMILES strings and cell line genomic features, predict the synergy score measuring deviation from expected non-interaction effect. (1) Drug 1: C#CCC(CC1=CN=C2C(=N1)C(=NC(=N2)N)N)C3=CC=C(C=C3)C(=O)NC(CCC(=O)O)C(=O)O. Drug 2: CCC1(C2=C(COC1=O)C(=O)N3CC4=CC5=C(C=CC(=C5CN(C)C)O)N=C4C3=C2)O.Cl. Cell line: UACC62. Synergy scores: CSS=54.4, Synergy_ZIP=0.675, Synergy_Bliss=1.50, Synergy_Loewe=0.831, Synergy_HSA=0.462. (2) Drug 1: CCN(CC)CCCC(C)NC1=C2C=C(C=CC2=NC3=C1C=CC(=C3)Cl)OC. Drug 2: C1C(C(OC1N2C=NC(=NC2=O)N)CO)O. Cell line: T-47D. Synergy scores: CSS=7.14, Synergy_ZIP=0.109, Synergy_Bliss=7.14, Synergy_Loewe=2.32, Synergy_HSA=2.86. (3) Drug 1: C1CC2CC3=C(CC1C24CN(S(=O)(=O)N4)CC(F)(F)F)C=CC(=C3)C=CCN5CCC(CC5)C(F)(F)F. Drug 2: C1CCC(C(C1)[NH-])[NH-].C(=O)(C(=O)[O-])[O-].[Pt+4]. Cell line: SK-OV-3. Synergy scores: CSS=18.2, Synergy_ZIP=-1.07, Synergy_Bliss=1.42, Synergy_Loewe=-4.80, Synergy_HSA=0.709. (4) Synergy scores: CSS=6.61, Synergy_ZIP=-5.88, Synergy_Bliss=-3.27, Synergy_Loewe=-2.56, Synergy_HSA=-2.36. Cell line: KM12. Drug 2: COC1=C2C(=CC3=C1OC=C3)C=CC(=O)O2. Drug 1: C1CC(C1)(C(=O)O)C(=O)O.[NH2-].[NH2-].[Pt+2]. (5) Drug 1: CC1C(C(=O)NC(C(=O)N2CCCC2C(=O)N(CC(=O)N(C(C(=O)O1)C(C)C)C)C)C(C)C)NC(=O)C3=C4C(=C(C=C3)C)OC5=C(C(=O)C(=C(C5=N4)C(=O)NC6C(OC(=O)C(N(C(=O)CN(C(=O)C7CCCN7C(=O)C(NC6=O)C(C)C)C)C)C(C)C)C)N)C. Drug 2: C1CN(CCN1C(=O)CCBr)C(=O)CCBr. Cell line: 786-0. Synergy scores: CSS=19.5, Synergy_ZIP=-10.6, Synergy_Bliss=-6.34, Synergy_Loewe=-23.1, Synergy_HSA=-4.77. (6) Drug 1: C1C(C(OC1N2C=C(C(=O)NC2=O)F)CO)O. Drug 2: B(C(CC(C)C)NC(=O)C(CC1=CC=CC=C1)NC(=O)C2=NC=CN=C2)(O)O. Cell line: NCI-H322M. Synergy scores: CSS=24.1, Synergy_ZIP=-7.48, Synergy_Bliss=-2.39, Synergy_Loewe=-18.0, Synergy_HSA=-7.81.